From a dataset of Reaction yield outcomes from USPTO patents with 853,638 reactions. Predict the reaction yield, written as a fraction of the theoretical maximum amount of product (1.0 means a 100% yield; for example, 0.34 means a 34% yield). (1) The reactants are [CH2:1]([O:3][C:4]1[CH:5]=[C:6]([C@H:12]([N:17]2[C:25](=[O:26])[C:24]3[C:19](=[CH:20][CH:21]=[CH:22][C:23]=3[NH:27][C:28](=[O:32])[CH:29]([CH3:31])[CH3:30])[CH2:18]2)[CH2:13][CH2:14][NH:15][OH:16])[CH:7]=[CH:8][C:9]=1[O:10][CH3:11])[CH3:2].[O-:33][C:34]#[N:35].[K+]. The catalyst is O. The product is [NH2:35][C:34]([N:15]([CH2:14][CH2:13][C@@H:12]([N:17]1[C:25](=[O:26])[C:24]2[C:19](=[CH:20][CH:21]=[CH:22][C:23]=2[NH:27][C:28](=[O:32])[CH:29]([CH3:31])[CH3:30])[CH2:18]1)[C:6]1[CH:7]=[CH:8][C:9]([O:10][CH3:11])=[C:4]([O:3][CH2:1][CH3:2])[CH:5]=1)[OH:16])=[O:33]. The yield is 0.550. (2) The yield is 0.0500. The reactants are [NH2:1][CH2:2][CH2:3][CH2:4][CH2:5][C:6]1[CH:11]=[CH:10][C:9]([CH2:12][CH2:13][CH2:14][CH2:15][NH:16][CH2:17][C@@H:18]([C:20]2[CH:25]=[CH:24][C:23]([OH:26])=[C:22](O)[C:21]=2C)[OH:19])=[CH:8][CH:7]=1.I.[NH2:30][C:31]1[C:32]([C:39]([NH:41][C:42](=[NH:45])SC)=[O:40])=[N:33][C:34]([Cl:38])=[C:35]([NH2:37])[N:36]=1.C(N(C(C)C)CC)(C)C.[CH2:55]([OH:57])C. The product is [NH2:30][C:31]1[C:32]([C:39]([NH:41][C:42]([NH:1][CH2:2][CH2:3][CH2:4][CH2:5][C:6]2[CH:7]=[CH:8][C:9]([CH2:12][CH2:13][CH2:14][CH2:15][NH:16][CH2:17][C@H:18]([OH:19])[C:20]3[CH:25]=[CH:24][C:23]([OH:26])=[C:22]([CH2:55][OH:57])[CH:21]=3)=[CH:10][CH:11]=2)=[NH:45])=[O:40])=[N:33][C:34]([Cl:38])=[C:35]([NH2:37])[N:36]=1. No catalyst specified. (3) The reactants are [CH2:1]([C:3]1[C:7]([C:8]([O:10][CH3:11])=[O:9])=[CH:6][NH:5][N:4]=1)[CH3:2].[CH2:12]([O:14][C:15]1[CH:16]=[C:17](B(O)O)[CH:18]=[CH:19][CH:20]=1)[CH3:13].N1C=CC=CC=1. The catalyst is CN(C)C(=O)C.C([O-])(=O)C.[Cu+2].C([O-])(=O)C. The product is [CH2:12]([O:14][C:15]1[CH:20]=[C:19]([N:5]2[CH:6]=[C:7]([C:8]([O:10][CH3:11])=[O:9])[C:3]([CH2:1][CH3:2])=[N:4]2)[CH:18]=[CH:17][CH:16]=1)[CH3:13]. The yield is 0.360. (4) The reactants are [N:1]1[C:11]2[C:6](=[CH:7][CH:8]=[CH:9][CH:10]=2)[C:4]([CH3:5])=[CH:3][CH:2]=1.[CH2:12]([Br:19])[C:13]1[CH:18]=[CH:17][CH:16]=[CH:15][CH:14]=1. The catalyst is C1(C)C=CC=CC=1. The product is [Br-:19].[CH2:12]([N+:1]1[C:11]2[C:6](=[CH:7][CH:8]=[CH:9][CH:10]=2)[C:4]([CH3:5])=[CH:3][CH:2]=1)[C:13]1[CH:18]=[CH:17][CH:16]=[CH:15][CH:14]=1. The yield is 0.580. (5) The reactants are [Br:1][C:2]1[CH:8]=[CH:7][C:5]([NH2:6])=[CH:4][CH:3]=1.C(N(CC)CC)C.[C:16](OC(=O)C)(=[O:18])[CH3:17].O. The catalyst is ClCCl. The product is [Br:1][C:2]1[CH:8]=[CH:7][C:5]([NH:6][C:16](=[O:18])[CH3:17])=[CH:4][CH:3]=1. The yield is 0.650. (6) The reactants are [C:1]([O:5][C:6]([NH:8][CH2:9][C:10]([O:12]N1C(=O)CCC1=O)=O)=[O:7])([CH3:4])([CH3:3])[CH3:2].[CH2:20]([O:25][C:26]1[CH:31]=[CH:30][C:29]([S:32]([NH2:35])(=[O:34])=[O:33])=[CH:28][CH:27]=1)[CH2:21][CH2:22][CH2:23][CH3:24].C([O-])([O-])=O.[K+].[K+]. The catalyst is CN(C=O)C. The product is [O:12]=[C:10]([NH:35][S:32]([C:29]1[CH:28]=[CH:27][C:26]([O:25][CH2:20][CH2:21][CH2:22][CH2:23][CH3:24])=[CH:31][CH:30]=1)(=[O:33])=[O:34])[CH2:9][NH:8][C:6](=[O:7])[O:5][C:1]([CH3:2])([CH3:3])[CH3:4]. The yield is 0.870.